This data is from Catalyst prediction with 721,799 reactions and 888 catalyst types from USPTO. The task is: Predict which catalyst facilitates the given reaction. (1) Reactant: C(OC([N:11]1[CH2:16][CH2:15][N:14]([CH2:17][C:18]2[CH:23]=[CH:22][C:21]([C:24]#[N:25])=[C:20]([N:26]=[C:27](C3C=CC=CC=3)C3C=CC=CC=3)[CH:19]=2)[C:13](=[O:40])[C@@H:12]1[CH2:41][CH2:42][S:43][CH3:44])=O)C1C=CC=CC=1.[N:45]1C=NC=NC=1.C(O)(=O)C. Product: [NH2:45][C:24]1[C:21]2[C:20](=[CH:19][C:18]([CH2:17][N:14]3[CH2:15][CH2:16][NH:11][C@@H:12]([CH2:41][CH2:42][S:43][CH3:44])[C:13]3=[O:40])=[CH:23][CH:22]=2)[N:26]=[CH:27][N:25]=1. The catalyst class is: 8. (2) Reactant: [CH:1]1([C:4]2[O:5][C:6]3[C:7](=[C:9]([C:20]#[N:21])[C:10]([CH3:19])=[C:11]([C:14]([O:16]CC)=[CH2:15])[C:12]=3[F:13])[N:8]=2)[CH2:3][CH2:2]1.O.[Br:23]N1C(=O)CCC1=O. Product: [Br:23][CH2:16][C:14]([C:11]1[C:12]([F:13])=[C:6]2[O:5][C:4]([CH:1]3[CH2:3][CH2:2]3)=[N:8][C:7]2=[C:9]([C:20]#[N:21])[C:10]=1[CH3:19])=[O:15]. The catalyst class is: 7. (3) Reactant: [C:1]([C:5]1[CH:10]=[C:9]([C:11]([CH3:14])([CH3:13])[CH3:12])[CH:8]=[CH:7][C:6]=1[OH:15])([CH3:4])([CH3:3])[CH3:2].C(Cl)Cl.C(N(CC)CC)C.Cl[C:27]([O:29][CH3:30])=[O:28]. Product: [C:27](=[O:28])([O:29][CH3:30])[O:15][C:6]1[CH:7]=[CH:8][C:9]([C:11]([CH3:14])([CH3:13])[CH3:12])=[CH:10][C:5]=1[C:1]([CH3:4])([CH3:3])[CH3:2]. The catalyst class is: 777. (4) Reactant: [F:1][C:2]([F:22])([F:21])[C:3]1[CH:4]=[C:5]([C:9]2[N:14]=[C:13]3[CH:15]([C:19]#N)[CH2:16][CH2:17][O:18][C:12]3=[CH:11][CH:10]=2)[CH:6]=[CH:7][CH:8]=1.[OH-:23].[Na+].[OH2:25]. Product: [F:1][C:2]([F:22])([F:21])[C:3]1[CH:4]=[C:5]([C:9]2[N:14]=[C:13]3[CH:15]([C:19]([OH:25])=[O:23])[CH2:16][CH2:17][O:18][C:12]3=[CH:11][CH:10]=2)[CH:6]=[CH:7][CH:8]=1. The catalyst class is: 14. (5) Reactant: CC(C)([O-])C.[K+].[N+]([O-])(O)=O.[CH3:11][C:12]1[CH:16]=[C:15]([CH3:17])[N:14]([C:18](=[NH:20])[NH2:19])[N:13]=1.[N:21]([CH2:24][CH2:25][NH:26][C:27](=[O:33])[O:28][C:29]([CH3:32])([CH3:31])[CH3:30])=[C:22]=[S:23]. Product: [CH3:11][C:12]1[CH:16]=[C:15]([CH3:17])[N:14]([C:18]([NH:19][C:22]([NH:21][CH2:24][CH2:25][NH:26][C:27](=[O:33])[O:28][C:29]([CH3:31])([CH3:30])[CH3:32])=[S:23])=[NH:20])[N:13]=1. The catalyst class is: 16. (6) Reactant: [CH3:1][C:2]1[C:3]([C:23]2[CH:28]=[CH:27][CH:26]=[CH:25][CH:24]=2)=[C:4]([O:14][C:15]2[CH:22]=[CH:21][C:18]([CH:19]=O)=[CH:17][CH:16]=2)[C:5]2[C:10]([CH:11]=1)=[CH:9][C:8]([O:12][CH3:13])=[CH:7][CH:6]=2.C[N:30](C)N.COS(OC)(=O)=O.C([O-])([O-])=O.[K+].[K+]. Product: [CH3:1][C:2]1[C:3]([C:23]2[CH:28]=[CH:27][CH:26]=[CH:25][CH:24]=2)=[C:4]([O:14][C:15]2[CH:22]=[CH:21][C:18]([C:19]#[N:30])=[CH:17][CH:16]=2)[C:5]2[C:10]([CH:11]=1)=[CH:9][C:8]([O:12][CH3:13])=[CH:7][CH:6]=2. The catalyst class is: 24. (7) Reactant: Cl[C:2](Cl)([O:4]C(=O)OC(Cl)(Cl)Cl)Cl.[N:13]1([C@H:19]2[CH2:22][C@H:21]([O:23][C:24]3[CH:29]=[CH:28][C:27]([C:30]4[S:31][C:32]5[CH2:33][NH:34][CH2:35][CH2:36][C:37]=5[N:38]=4)=[CH:26][CH:25]=3)[CH2:20]2)[CH2:18][CH2:17][CH2:16][CH2:15][CH2:14]1.[NH:39]1[CH2:44][CH2:43][O:42][CH2:41][CH2:40]1.C(N(CC)CC)C. Product: [N:39]1([C:2]([N:34]2[CH2:35][CH2:36][C:37]3[N:38]=[C:30]([C:27]4[CH:26]=[CH:25][C:24]([O:23][C@H:21]5[CH2:20][C@H:19]([N:13]6[CH2:18][CH2:17][CH2:16][CH2:15][CH2:14]6)[CH2:22]5)=[CH:29][CH:28]=4)[S:31][C:32]=3[CH2:33]2)=[O:4])[CH2:44][CH2:43][O:42][CH2:41][CH2:40]1. The catalyst class is: 4.